Dataset: Peptide-MHC class II binding affinity with 134,281 pairs from IEDB. Task: Regression. Given a peptide amino acid sequence and an MHC pseudo amino acid sequence, predict their binding affinity value. This is MHC class II binding data. (1) The peptide sequence is SVAGRVDGLELKKLG. The MHC is DRB3_0101 with pseudo-sequence DRB3_0101. The binding affinity (normalized) is 0.292. (2) The peptide sequence is SVKRSNGSAEVHRGA. The MHC is DRB1_1201 with pseudo-sequence DRB1_1201. The binding affinity (normalized) is 0.0653. (3) The peptide sequence is QKRGIVKENIIDLTKI. The MHC is DRB1_1201 with pseudo-sequence DRB1_1201. The binding affinity (normalized) is 0.477. (4) The peptide sequence is YARFQRQTTLKAAA. The MHC is DRB1_0405 with pseudo-sequence DRB1_0405. The binding affinity (normalized) is 0.710. (5) The peptide sequence is PSWASVKEDLVAYGG. The MHC is DRB1_1101 with pseudo-sequence DRB1_1101. The binding affinity (normalized) is 0.357. (6) The peptide sequence is TLVLKMLHSSSLTSL. The MHC is DRB1_0301 with pseudo-sequence DRB1_0301. The binding affinity (normalized) is 0.383. (7) The peptide sequence is AAVGATPEAKFDSFV. The MHC is DRB1_0701 with pseudo-sequence DRB1_0701. The binding affinity (normalized) is 0.402. (8) The peptide sequence is EVLYLKPLAGVYRSLKGQLG. The MHC is DRB1_0101 with pseudo-sequence DRB1_0101. The binding affinity (normalized) is 0.389. (9) The peptide sequence is WEFVNTPPLVKLWYQ. The MHC is DRB1_0405 with pseudo-sequence DRB1_0405. The binding affinity (normalized) is 0.723.